Dataset: Catalyst prediction with 721,799 reactions and 888 catalyst types from USPTO. Task: Predict which catalyst facilitates the given reaction. Reactant: Br[C:2]1[CH:7]=[C:6]([F:8])[CH:5]=[C:4]([Cl:9])[CH:3]=1.[Mg].CON(C)[C:14]([C@@H:16]1[CH2:21][CH2:20][CH2:19][N:18]([C:22]([O:24][C:25]([CH3:28])([CH3:27])[CH3:26])=[O:23])[CH2:17]1)=[O:15]. Product: [Cl:9][C:4]1[CH:3]=[C:2]([CH:7]=[C:6]([F:8])[CH:5]=1)[C:14]([C@@H:16]1[CH2:21][CH2:20][CH2:19][N:18]([C:22]([O:24][C:25]([CH3:28])([CH3:27])[CH3:26])=[O:23])[CH2:17]1)=[O:15]. The catalyst class is: 1.